From a dataset of Reaction yield outcomes from USPTO patents with 853,638 reactions. Predict the reaction yield, written as a fraction of the theoretical maximum amount of product (1.0 means a 100% yield; for example, 0.34 means a 34% yield). (1) The reactants are [NH2:1][C:2]1[CH:3]=[C:4]([C:8]2[N:9]=[C:10]3[C:16]([C:17](=[O:22])[C:18]([CH3:21])([CH3:20])[CH3:19])=[CH:15][N:14](COCC[Si](C)(C)C)[C:11]3=[N:12][CH:13]=2)[CH:5]=[CH:6][CH:7]=1.[F-].C([N+](CCCC)(CCCC)CCCC)CCC. The catalyst is C1COCC1.C(OCC)(=O)C. The product is [NH2:1][C:2]1[CH:3]=[C:4]([C:8]2[N:9]=[C:10]3[C:16]([C:17](=[O:22])[C:18]([CH3:20])([CH3:19])[CH3:21])=[CH:15][NH:14][C:11]3=[N:12][CH:13]=2)[CH:5]=[CH:6][CH:7]=1. The yield is 0.640. (2) The reactants are [F:1][C:2]1[CH:7]=[CH:6][CH:5]=[C:4]([O:8][CH3:9])[C:3]=1B(O)O.O.[C:14]([OH:18])(=[O:17])[CH:15]=O.[CH3:19][N:20]1[CH2:25][CH2:24][NH:23][CH2:22][CH2:21]1. The catalyst is CC#N. The product is [F:1][C:2]1[CH:7]=[CH:6][CH:5]=[C:4]([O:8][CH3:9])[C:3]=1[CH:15]([N:23]1[CH2:24][CH2:25][N:20]([CH3:19])[CH2:21][CH2:22]1)[C:14]([OH:18])=[O:17]. The yield is 0.580. (3) The reactants are Br[C:2]1[CH:3]=[C:4]([S:8]([NH:11][C:12]2[CH:21]=[CH:20][C:15]([C:16]([O:18][CH3:19])=[O:17])=[C:14]([OH:22])[CH:13]=2)(=[O:10])=[O:9])[CH:5]=[CH:6][CH:7]=1.[NH:23]1[CH2:28][CH2:27][CH2:26][CH2:25][CH2:24]1.C1(P(C2CCCCC2)C2C=CC=CC=2C2C(N(C)C)=CC=CC=2)CCCCC1. The catalyst is C1C=CC(/C=C/C(/C=C/C2C=CC=CC=2)=O)=CC=1.C1C=CC(/C=C/C(/C=C/C2C=CC=CC=2)=O)=CC=1.C1C=CC(/C=C/C(/C=C/C2C=CC=CC=2)=O)=CC=1.[Pd].[Pd]. The product is [OH:22][C:14]1[CH:13]=[C:12]([NH:11][S:8]([C:4]2[CH:5]=[CH:6][CH:7]=[C:2]([N:23]3[CH2:28][CH2:27][CH2:26][CH2:25][CH2:24]3)[CH:3]=2)(=[O:10])=[O:9])[CH:21]=[CH:20][C:15]=1[C:16]([O:18][CH3:19])=[O:17]. The yield is 0.400. (4) The reactants are Cl[C:2]1[N:7]=[C:6]([NH:8][CH2:9][C:10]#[CH:11])[N:5]=[C:4]([N:12]([CH3:15])[O:13][CH3:14])[N:3]=1.Cl.[CH2:17]([O:19][C:20](=[O:24])[CH2:21][CH2:22][NH2:23])[CH3:18].C(N(CC)C(C)C)(C)C.C([O-])(O)=O.[Na+]. The catalyst is O1CCOCC1. The product is [CH2:17]([O:19][C:20](=[O:24])[CH2:21][CH2:22][NH:23][C:2]1[N:3]=[C:4]([N:12]([O:13][CH3:14])[CH3:15])[N:5]=[C:6]([NH:8][CH2:9][C:10]#[CH:11])[N:7]=1)[CH3:18]. The yield is 0.860. (5) The reactants are [NH2:1][C:2]1[CH:7]=[N:6][C:5](Br)=[CH:4][N:3]=1.[O:9]1[CH:13]=[CH:12][C:11](B(O)O)=[CH:10]1.C(=O)([O-])[O-].[Na+].[Na+]. The catalyst is COCCOC.C(O)C.C(OCC)(=O)C.C1C=CC([P]([Pd]([P](C2C=CC=CC=2)(C2C=CC=CC=2)C2C=CC=CC=2)([P](C2C=CC=CC=2)(C2C=CC=CC=2)C2C=CC=CC=2)[P](C2C=CC=CC=2)(C2C=CC=CC=2)C2C=CC=CC=2)(C2C=CC=CC=2)C2C=CC=CC=2)=CC=1. The product is [O:9]1[CH:13]=[CH:12][C:11]([C:5]2[N:6]=[CH:7][C:2]([NH2:1])=[N:3][CH:4]=2)=[CH:10]1. The yield is 0.925. (6) The reactants are Br[C:2]1[C:10]2[O:9][CH2:8][CH:7]([C:11]3[CH:16]=[CH:15][C:14]([CH:17]([CH3:19])[CH3:18])=[CH:13][CH:12]=3)[C:6]=2[C:5]([CH3:20])=[C:4]([NH:21][C:22](=[O:28])[CH2:23][C:24]([CH3:27])([CH3:26])[CH3:25])[C:3]=1[CH3:29].[F:30][C:31]1[CH:32]=[C:33](B(O)O)[CH:34]=[CH:35][CH:36]=1. The catalyst is C(OCC)(=O)C.CCCCCC. The product is [F:30][C:31]1[CH:32]=[C:33]([C:2]2[C:10]3[O:9][CH2:8][CH:7]([C:11]4[CH:16]=[CH:15][C:14]([CH:17]([CH3:18])[CH3:19])=[CH:13][CH:12]=4)[C:6]=3[C:5]([CH3:20])=[C:4]([NH:21][C:22](=[O:28])[CH2:23][C:24]([CH3:27])([CH3:26])[CH3:25])[C:3]=2[CH3:29])[CH:34]=[CH:35][CH:36]=1. The yield is 0.670. (7) The yield is 0.700. The product is [Br:1][C:2]1[CH:3]=[CH:4][C:5]2[CH:11]3[CH2:12][CH:9]([CH2:10]3)[N:8]3[C:13]([CH2:20][N:23]4[CH2:27][CH2:26][CH2:25][CH2:24]4)=[C:14]([C:16]([O:18][CH3:19])=[O:17])[N:15]=[C:7]3[C:6]=2[CH:22]=1. No catalyst specified. The reactants are [Br:1][C:2]1[CH:3]=[CH:4][C:5]2[CH:11]3[CH2:12][CH:9]([CH2:10]3)[N:8]3[C:13]([CH:20]=O)=[C:14]([C:16]([O:18][CH3:19])=[O:17])[N:15]=[C:7]3[C:6]=2[CH:22]=1.[NH:23]1[CH2:27][CH2:26][CH2:25][CH2:24]1. (8) The reactants are [F:1][C:2]1[CH:3]=[C:4]([C:8]2[CH:9]=[C:10]([CH2:16][NH:17][C:18]3[C:19]([CH3:33])=[C:20]([CH:29]=[CH:30][C:31]=3[CH3:32])[O:21][CH2:22][C:23]([O:25][CH:26]([CH3:28])[CH3:27])=[O:24])[CH:11]=[C:12]([O:14]C)[CH:13]=2)[CH:5]=[CH:6][CH:7]=1.C(S)C.[Al+3].[Cl-].[Cl-].[Cl-].O. The catalyst is C(Cl)Cl. The product is [F:1][C:2]1[CH:3]=[C:4]([C:8]2[CH:9]=[C:10]([CH2:16][NH:17][C:18]3[C:19]([CH3:33])=[C:20]([CH:29]=[CH:30][C:31]=3[CH3:32])[O:21][CH2:22][C:23]([O:25][CH:26]([CH3:28])[CH3:27])=[O:24])[CH:11]=[C:12]([OH:14])[CH:13]=2)[CH:5]=[CH:6][CH:7]=1. The yield is 0.530. (9) The reactants are [CH3:1][C:2]1[O:6][N:5]=[C:4]([CH2:7][OH:8])[CH:3]=1.[N+:9]([C:12]1[CH:19]=[CH:18][CH:17]=[C:16]([N+]([O-])=O)[C:13]=1[C:14]#[N:15])([O-:11])=[O:10]. No catalyst specified. The product is [CH3:1][C:2]1[O:6][N:5]=[C:4]([CH2:7][O:8][C:16]2[CH:17]=[CH:18][CH:19]=[C:12]([N+:9]([O-:11])=[O:10])[C:13]=2[C:14]#[N:15])[CH:3]=1. The yield is 0.860. (10) The reactants are [C:1]([CH:3]=[C:4]1[CH2:7][N:6](C(OC(C)(C)C)=O)[CH2:5]1)#[N:2].N12CCCN=C1CCCCC2.[CH2:26]([N:33]1[C:37]2[CH:38]=[CH:39][C:40]3[N:41]([C:42]([CH3:45])=[N:43][N:44]=3)[C:36]=2[CH:35]=[C:34]1[C:46]1[NH:50][N:49]=[CH:48][CH:47]=1)[C:27]1[CH:32]=[CH:31][CH:30]=[CH:29][CH:28]=1.Cl.O1CCOCC1. The catalyst is C(#N)C. The product is [CH2:26]([N:33]1[C:37]2[CH:38]=[CH:39][C:40]3[N:41]([C:42]([CH3:45])=[N:43][N:44]=3)[C:36]=2[CH:35]=[C:34]1[C:46]1[CH:47]=[CH:48][N:49]([C:4]2([CH2:3][C:1]#[N:2])[CH2:5][NH:6][CH2:7]2)[N:50]=1)[C:27]1[CH:28]=[CH:29][CH:30]=[CH:31][CH:32]=1. The yield is 0.440.